Dataset: NCI-60 drug combinations with 297,098 pairs across 59 cell lines. Task: Regression. Given two drug SMILES strings and cell line genomic features, predict the synergy score measuring deviation from expected non-interaction effect. (1) Synergy scores: CSS=35.4, Synergy_ZIP=-2.26, Synergy_Bliss=-4.68, Synergy_Loewe=-14.3, Synergy_HSA=-3.37. Cell line: 786-0. Drug 1: CN(C(=O)NC(C=O)C(C(C(CO)O)O)O)N=O. Drug 2: C(CCl)NC(=O)N(CCCl)N=O. (2) Drug 1: CC1C(C(CC(O1)OC2CC(CC3=C2C(=C4C(=C3O)C(=O)C5=C(C4=O)C(=CC=C5)OC)O)(C(=O)C)O)N)O.Cl. Drug 2: CC(C1=C(C=CC(=C1Cl)F)Cl)OC2=C(N=CC(=C2)C3=CN(N=C3)C4CCNCC4)N. Cell line: 786-0. Synergy scores: CSS=13.8, Synergy_ZIP=-4.34, Synergy_Bliss=-0.892, Synergy_Loewe=-10.1, Synergy_HSA=-1.09. (3) Drug 1: C1=CN(C(=O)N=C1N)C2C(C(C(O2)CO)O)O.Cl. Drug 2: CCN(CC)CCCC(C)NC1=C2C=C(C=CC2=NC3=C1C=CC(=C3)Cl)OC. Cell line: IGROV1. Synergy scores: CSS=5.95, Synergy_ZIP=-1.64, Synergy_Bliss=-0.228, Synergy_Loewe=-4.00, Synergy_HSA=-0.564.